Dataset: Catalyst prediction with 721,799 reactions and 888 catalyst types from USPTO. Task: Predict which catalyst facilitates the given reaction. (1) The catalyst class is: 1. Product: [Cl:18][C:13]1[CH:12]=[C:11]2[C:16]([CH:17]=[C:8]([C:6]3[C:5]([CH3:22])=[CH:4][C:3]([F:23])=[C:2]([NH:1][C:32]([NH:31][C:27]4[CH:28]=[CH:29][CH:30]=[C:25]([F:24])[CH:26]=4)=[O:33])[CH:7]=3)[C:9](=[O:21])[N:10]2[CH2:19][CH3:20])=[CH:15][N:14]=1. Reactant: [NH2:1][C:2]1[C:3]([F:23])=[CH:4][C:5]([CH3:22])=[C:6]([C:8]2[C:9](=[O:21])[N:10]([CH2:19][CH3:20])[C:11]3[C:16]([CH:17]=2)=[CH:15][N:14]=[C:13]([Cl:18])[CH:12]=3)[CH:7]=1.[F:24][C:25]1[CH:26]=[C:27]([N:31]=[C:32]=[O:33])[CH:28]=[CH:29][CH:30]=1. (2) Reactant: Cl.CC1(C)[O:7][C@@H:6]2[C@@H:8]([CH2:21][N:22]([CH3:50])[CH2:23][CH:24]3[CH2:27][CH:26]([CH2:28][C:29]4[N:33](COCC[Si](C)(C)C)[C:32]5[CH:42]=[CH:43][C:44]([C:46]([F:49])([F:48])[F:47])=[CH:45][C:31]=5[N:30]=4)[CH2:25]3)[CH2:9][C@@H:10]([N:11]3[C:15]4[N:16]=[CH:17][N:18]=[C:19]([NH2:20])[C:14]=4[CH:13]=[CH:12]3)[C@@H:5]2[O:4]1. Product: [NH2:20][C:19]1[C:14]2[CH:13]=[CH:12][N:11]([C@@H:10]3[CH2:9][C@H:8]([CH2:21][N:22]([CH3:50])[CH2:23][CH:24]4[CH2:27][CH:26]([CH2:28][C:29]5[NH:33][C:32]6[CH:42]=[CH:43][C:44]([C:46]([F:49])([F:48])[F:47])=[CH:45][C:31]=6[N:30]=5)[CH2:25]4)[C@@H:6]([OH:7])[C@H:5]3[OH:4])[C:15]=2[N:16]=[CH:17][N:18]=1. The catalyst class is: 5. (3) Reactant: [O:1]1[CH2:6][CH2:5][CH:4]([C:7]([C:9]2[S:13][C:12]([NH2:14])=[N:11][C:10]=2[C:15]2[O:16][CH:17]=[CH:18][CH:19]=2)=[O:8])[CH2:3][CH2:2]1.[Cl:20][C:21]1[CH:29]=[CH:28][C:24]([C:25](Cl)=[O:26])=[CH:23][N:22]=1.O. Product: [Cl:20][C:21]1[CH:29]=[CH:28][C:24]([C:25]([NH:14][C:12]2[S:13][C:9]([C:7]([CH:4]3[CH2:5][CH2:6][O:1][CH2:2][CH2:3]3)=[O:8])=[C:10]([C:15]3[O:16][CH:17]=[CH:18][CH:19]=3)[N:11]=2)=[O:26])=[CH:23][N:22]=1. The catalyst class is: 377. (4) Reactant: [CH2:1]([N:5]1[C:17]2[C:16]3[CH:15]=[CH:14][CH:13]=[CH:12][C:11]=3[N:10]=[C:9]([NH2:18])[C:8]=2[N:7]=[CH:6]1)[CH:2]([CH3:4])[CH3:3].CCN(CC)CC.[C:26](O[C:26]([O:27][CH2:28][CH2:29][CH2:30][CH2:31][CH3:32])=[O:33])(=[O:33])[O:27][CH2:28][CH2:29][CH2:30][CH2:31][CH3:32]. Product: [CH2:28]([O:27][C:26](=[O:33])[NH:18][C:9]1[C:8]2[N:7]=[CH:6][N:5]([CH2:1][CH:2]([CH3:4])[CH3:3])[C:17]=2[C:16]2[CH:15]=[CH:14][CH:13]=[CH:12][C:11]=2[N:10]=1)[CH2:29][CH2:30][CH2:31][CH3:32]. The catalyst class is: 22.